This data is from Choline transporter screen with 302,306 compounds. The task is: Binary Classification. Given a drug SMILES string, predict its activity (active/inactive) in a high-throughput screening assay against a specified biological target. (1) The result is 0 (inactive). The drug is S(c1nc(=O)n(c2CCCc12)Cc1ncccc1)CC(=O)Nc1c(F)cc(F)cc1. (2) The compound is O=C1CC(CC=2N(N(C)C)C(N)=C(C(C12)c1c(cccc1)C)C#N)(C)C. The result is 0 (inactive). (3) The drug is O=C(NC(c1ccccc1)C(O)=O)C(NC(=O)N1c2c(NC(=O)C1)cccc2)CC(C)C. The result is 0 (inactive).